This data is from Forward reaction prediction with 1.9M reactions from USPTO patents (1976-2016). The task is: Predict the product of the given reaction. (1) Given the reactants Cl[C:2]1[C:7]([C:8]([O:10][CH2:11][CH3:12])=[S:9])=[CH:6][N:5]=[C:4]([CH3:13])[CH:3]=1.ClC1C(C(OCC)=S)=C(C)[N:18]=C(C)C=1.C1COCC1.O1CCOCC1, predict the reaction product. The product is: [NH2:18][C:2]1[C:7]([C:8]([O:10][CH2:11][CH3:12])=[S:9])=[CH:6][N:5]=[C:4]([CH3:13])[CH:3]=1. (2) The product is: [C:7]([N:11]1[CH:15]=[C:14]([CH2:16][OH:17])[CH:13]=[N:12]1)([CH3:10])([CH3:9])[CH3:8]. Given the reactants [H-].[Al+3].[Li+].[H-].[H-].[H-].[C:7]([N:11]1[CH:15]=[C:14]([C:16](OC)=[O:17])[CH:13]=[N:12]1)([CH3:10])([CH3:9])[CH3:8].[OH-].[K+], predict the reaction product.